From a dataset of Catalyst prediction with 721,799 reactions and 888 catalyst types from USPTO. Predict which catalyst facilitates the given reaction. (1) Reactant: [Br:1][C:2]1[C:3](Cl)=[N:4][C:5]([Cl:8])=[N:6][CH:7]=1.[CH:10]1([NH:15][CH2:16][CH2:17][C:18]([NH:20][CH2:21][CH3:22])=[O:19])[CH2:14][CH2:13][CH2:12][CH2:11]1.C(N(CC)CC)C. Product: [Br:1][C:2]1[C:3]([N:15]([CH:10]2[CH2:11][CH2:12][CH2:13][CH2:14]2)[CH2:16][CH2:17][C:18]([NH:20][CH2:21][CH3:22])=[O:19])=[N:4][C:5]([Cl:8])=[N:6][CH:7]=1. The catalyst class is: 10. (2) Reactant: Cl[C:2]1[CH:7]=[CH:6][N:5]=[C:4]2[S:8][C:9]([S:18]([C:21]3[CH:26]=[CH:25][C:24]([Cl:27])=[CH:23][CH:22]=3)(=[O:20])=[O:19])=[C:10]([C:11]3[CH:16]=[CH:15][C:14]([Cl:17])=[CH:13][CH:12]=3)[C:3]=12.[CH3:28][O-:29].[Na+]. Product: [Cl:27][C:24]1[CH:25]=[CH:26][C:21]([S:18]([C:9]2[S:8][C:4]3=[N:5][CH:6]=[CH:7][C:2]([O:29][CH3:28])=[C:3]3[C:10]=2[C:11]2[CH:16]=[CH:15][C:14]([Cl:17])=[CH:13][CH:12]=2)(=[O:20])=[O:19])=[CH:22][CH:23]=1. The catalyst class is: 5. (3) Reactant: [O:1]1[C:5]2[CH:6]=[CH:7][C:8]([C:10]3[CH:11]=[C:12]([CH:15]=[C:16]([O:18][CH2:19][C:20]4[CH:25]=[CH:24][C:23]([O:26][CH3:27])=[CH:22][CH:21]=4)[CH:17]=3)[C:13]#N)=[CH:9][C:4]=2[O:3][CH2:2]1.[CH2:28]([Mg]Cl)[CH3:29].S(=O)(=O)(O)[OH:33]. Product: [O:1]1[C:5]2[CH:6]=[CH:7][C:8]([C:10]3[CH:11]=[C:12]([C:13](=[O:33])[CH2:28][CH3:29])[CH:15]=[C:16]([O:18][CH2:19][C:20]4[CH:25]=[CH:24][C:23]([O:26][CH3:27])=[CH:22][CH:21]=4)[CH:17]=3)=[CH:9][C:4]=2[O:3][CH2:2]1. The catalyst class is: 165. (4) Reactant: [CH2:1]([C:3]1[C:8]([C:9]([OH:11])=O)=[CH:7][N:6]=[C:5]([S:12][CH3:13])[N:4]=1)[CH3:2].CN(C)C=O.C(Cl)(=O)C(Cl)=O.[N:25]1[C:34]2[C:29](=[CH:30][CH:31]=[CH:32][C:33]=2[NH2:35])[CH:28]=[CH:27][CH:26]=1.N1C=CC=CC=1. Product: [CH2:1]([C:3]1[C:8]([C:9]([NH:35][C:33]2[CH:32]=[CH:31][CH:30]=[C:29]3[C:34]=2[N:25]=[CH:26][CH:27]=[CH:28]3)=[O:11])=[CH:7][N:6]=[C:5]([S:12][CH3:13])[N:4]=1)[CH3:2]. The catalyst class is: 4. (5) The catalyst class is: 86. Product: [F:24][C:21]1[CH:22]=[CH:23][C:18]([N:9]2[C:10]3=[CH:11][N:26]=[N:27][C:4]([OH:3])=[C:6]3[CH:7]=[N:8]2)=[CH:19][CH:20]=1. Reactant: C([O:3][C:4]([C:6]1[CH:7]=[N:8][N:9]([C:18]2[CH:23]=[CH:22][C:21]([F:24])=[CH:20][CH:19]=2)[C:10]=1[CH:11](OCC)OCC)=O)C.O.[NH2:26][NH2:27].Cl. (6) Reactant: COC1C=CC(C[N:8]2[CH:12]=[C:11]([C:13]3[CH:18]=[CH:17][N:16]=[C:15]([O:19][C:20]4[CH:21]=[CH:22][C:23]([F:27])=[C:24]([NH2:26])[CH:25]=4)[N:14]=3)[CH:10]=[N:9]2)=CC=1.C(O)(C(F)(F)F)=O. Product: [NH:8]1[CH:12]=[C:11]([C:13]2[CH:18]=[CH:17][N:16]=[C:15]([O:19][C:20]3[CH:21]=[CH:22][C:23]([F:27])=[C:24]([NH2:26])[CH:25]=3)[N:14]=2)[CH:10]=[N:9]1. The catalyst class is: 4. (7) Reactant: Cl[C:2]1[C:3]2[CH:10]=[CH:9][NH:8][C:4]=2[N:5]=[C-:6][N:7]=1.[CH3:11][NH:12][CH:13]1[CH2:21][CH2:20][C@H:19]2[C@H:15]([CH2:16][N:17]([C:22]([O:24][C:25]([CH3:28])([CH3:27])[CH3:26])=[O:23])[CH2:18]2)[CH2:14]1.C(=O)([O-])[O-].[K+].[K+].O. Product: [CH3:11][N:12]([C:2]1[C:3]2[CH:10]=[CH:9][NH:8][C:4]=2[N:5]=[CH:6][N:7]=1)[CH:13]1[CH2:21][CH2:20][C@@H:19]2[C@@H:15]([CH2:16][N:17]([C:22]([O:24][C:25]([CH3:28])([CH3:27])[CH3:26])=[O:23])[CH2:18]2)[CH2:14]1. The catalyst class is: 51. (8) Reactant: CC([CH:5]1[C:13]2[C:8](=[CH:9][CH:10]=[CH:11][CH:12]=2)[CH2:7][CH:6]1[N:14]([CH2:18][C:19]1[CH:24]=[CH:23][C:22]([O:25][C:26]2[C:31]([F:32])=[CH:30][C:29]([N+:33]([O-])=O)=[C:28]([NH2:36])[C:27]=2[F:37])=[CH:21][CH:20]=1)C(=O)[O-])(C)C. Product: [NH2:36][C:28]1[C:27]([F:37])=[C:26]([O:25][C:22]2[CH:21]=[CH:20][C:19]([CH2:18][NH:14][CH:6]3[CH2:5][C:13]4[C:8](=[CH:9][CH:10]=[CH:11][CH:12]=4)[CH2:7]3)=[CH:24][CH:23]=2)[C:31]([F:32])=[CH:30][C:29]=1[NH2:33]. The catalyst class is: 78. (9) Reactant: [FH:1].F.F.C(N(CC)CC)C.C(N(CC)CC)C.[F:18][C:19]1[CH:40]=[CH:39][C:22]([CH2:23][O:24][C:25]2[CH:34]=[C:33]3[C:28]([CH:29]=[C:30]([C:35](O)([CH3:37])[CH3:36])[CH:31]=[N:32]3)=[CH:27][CH:26]=2)=[CH:21][CH:20]=1.C([O-])(O)=O.[Na+]. Product: [F:18][C:19]1[CH:40]=[CH:39][C:22]([CH2:23][O:24][C:25]2[CH:34]=[C:33]3[C:28]([CH:29]=[C:30]([C:35]([F:1])([CH3:37])[CH3:36])[CH:31]=[N:32]3)=[CH:27][CH:26]=2)=[CH:21][CH:20]=1. The catalyst class is: 91. (10) The catalyst class is: 408. Product: [CH3:11][O:10][C:7]1[CH:8]=[CH:9][C:4]([C:2]([OH:3])([CH2:14][CH3:15])[CH3:1])=[CH:5][CH:6]=1. Reactant: [CH3:1][C:2]([C:4]1[CH:9]=[CH:8][C:7]([O:10][CH3:11])=[CH:6][CH:5]=1)=[O:3].[Na+].[Cl-].[C:14]1(C(O)(CCCC)CC)C=CC=C[CH:15]=1.CC1C=CC=CC=1C(O)(CC)C.